This data is from Full USPTO retrosynthesis dataset with 1.9M reactions from patents (1976-2016). The task is: Predict the reactants needed to synthesize the given product. (1) Given the product [Br:25][C:26]1[CH:27]=[CH:28][C:29]([C:32](=[O:33])[CH2:16][CH2:15][C:14](=[O:17])[CH:13]([C:10]2[CH:9]=[CH:8][C:7]([S:4]([CH:1]3[CH2:3][CH2:2]3)(=[O:6])=[O:5])=[CH:12][CH:11]=2)[CH2:18][CH:19]2[CH2:24][CH2:23][O:22][CH2:21][CH2:20]2)=[N:30][CH:31]=1, predict the reactants needed to synthesize it. The reactants are: [CH:1]1([S:4]([C:7]2[CH:12]=[CH:11][C:10]([CH:13]([CH2:18][CH:19]3[CH2:24][CH2:23][O:22][CH2:21][CH2:20]3)[C:14](=[O:17])[CH:15]=[CH2:16])=[CH:9][CH:8]=2)(=[O:6])=[O:5])[CH2:3][CH2:2]1.[Br:25][C:26]1[CH:27]=[CH:28][C:29]([CH:32]=[O:33])=[N:30][CH:31]=1.C(N(CC)CC)C. (2) Given the product [CH:11]([CH:14]1[C:19]2[N:20]=[CH:21][NH:22][C:18]=2[CH2:17][CH2:16][N:15]1[C:23]([O:10][CH2:9][C:4]1[CH:5]=[N:6][CH:7]=[CH:8][N:3]=1)=[O:24])([CH3:13])[CH3:12], predict the reactants needed to synthesize it. The reactants are: [H-].[Na+].[N:3]1[CH:8]=[CH:7][N:6]=[CH:5][C:4]=1[CH2:9][OH:10].[CH:11]([CH:14]1[C:19]2[N:20]=[CH:21][NH:22][C:18]=2[CH2:17][CH2:16][N:15]1[C:23](OCC(Cl)(Cl)Cl)=[O:24])([CH3:13])[CH3:12].